From a dataset of M1 muscarinic receptor antagonist screen with 61,756 compounds. Binary Classification. Given a drug SMILES string, predict its activity (active/inactive) in a high-throughput screening assay against a specified biological target. (1) The drug is S(=O)(=O)(N1CCOCC1)c1ccc(C(=O)Nc2sc3c(CCN(C3)C)c2C(=O)N)cc1. The result is 0 (inactive). (2) The molecule is o1c(C(/N=O)=C(/NO)C)ccc1C. The result is 0 (inactive). (3) The compound is O=C(N1CCN(CC1)c1nnc(c2c1cccc2)c1ccc(cc1)C)c1occc1. The result is 1 (active). (4) The compound is Clc1c(N2CCN(CC2)CCCNC(=O)Nc2ccc(cc2)C)cc(OC)cc1. The result is 0 (inactive). (5) The compound is S(CC(=O)N(Cc1ccc(OC)cc1)c1ccc(F)cc1)c1oc(nn1)c1c(F)cccc1. The result is 0 (inactive). (6) The drug is Fc1cc(C(=O)c2c[nH]nc2)c(O)cc1. The result is 0 (inactive). (7) The drug is S(=O)(=O)(Nc1c(ccc(c1)C)C)c1ccc(OCC(=O)N2CCOCC2)cc1. The result is 0 (inactive).